This data is from Full USPTO retrosynthesis dataset with 1.9M reactions from patents (1976-2016). The task is: Predict the reactants needed to synthesize the given product. (1) The reactants are: [F:1][C:2]1[CH:17]=[C:16]([N+:18]([O-])=O)[CH:15]=[CH:14][C:3]=1[NH:4][CH2:5][CH2:6][CH2:7][N:8]1[CH2:13][CH2:12][O:11][CH2:10][CH2:9]1.CCOC(C)=O. Given the product [F:1][C:2]1[CH:17]=[C:16]([NH2:18])[CH:15]=[CH:14][C:3]=1[NH:4][CH2:5][CH2:6][CH2:7][N:8]1[CH2:13][CH2:12][O:11][CH2:10][CH2:9]1, predict the reactants needed to synthesize it. (2) Given the product [O:12]=[C:10]([NH:33][S:32]([C:29]1[CH:28]=[CH:27][C:26]([CH2:25][NH:24][C:22](=[O:23])[C:21]([F:20])([F:37])[F:36])=[CH:31][CH:30]=1)(=[O:34])=[O:35])[C@@H:2]([NH:1][C:13](=[O:14])[O:15][C:16]([CH3:19])([CH3:18])[CH3:17])[CH2:3][C:4]1[CH:5]=[CH:6][CH:7]=[CH:8][CH:9]=1, predict the reactants needed to synthesize it. The reactants are: [NH:1]([C:13]([O:15][C:16]([CH3:19])([CH3:18])[CH3:17])=[O:14])[C@H:2]([C:10]([OH:12])=O)[CH2:3][C:4]1[CH:9]=[CH:8][CH:7]=[CH:6][CH:5]=1.[F:20][C:21]([F:37])([F:36])[C:22]([NH:24][CH2:25][C:26]1[CH:31]=[CH:30][C:29]([S:32](=[O:35])(=[O:34])[NH2:33])=[CH:28][CH:27]=1)=[O:23]. (3) The reactants are: [Br:1][C:2]1[CH:3]=[C:4]([N+:9]([O-])=O)[CH:5]=[CH:6][C:7]=1[Cl:8].O.O.[Sn](Cl)(Cl)(Cl)Cl.C([O-])([O-])=O.[Na+].[Na+]. Given the product [Br:1][C:2]1[CH:3]=[C:4]([CH:5]=[CH:6][C:7]=1[Cl:8])[NH2:9], predict the reactants needed to synthesize it. (4) Given the product [C:51]([O:50][C:47]1[CH:46]=[CH:45][C:44]([CH2:43][C@H:19]([NH:18][C:15](=[O:17])[CH2:14][N:2]([CH3:1])[NH:3][C:4]([NH:5][CH2:6][C:7]2[CH:8]=[CH:9][N:10]=[CH:11][CH:12]=2)=[O:13])[C:20]([N:22]([C@@H:34]([CH3:42])[CH:35]([O:39][CH2:40][CH3:41])[O:36][CH2:37][CH3:38])[CH2:23][C:24]2[C:33]3[C:28](=[CH:29][CH:30]=[CH:31][CH:32]=3)[CH:27]=[CH:26][CH:25]=2)=[O:21])=[CH:49][CH:48]=1)([CH3:54])([CH3:52])[CH3:53], predict the reactants needed to synthesize it. The reactants are: [CH3:1][N:2]([CH2:14][C:15]([OH:17])=O)[NH:3][C:4](=[O:13])[NH:5][CH2:6][C:7]1[CH:12]=[CH:11][N:10]=[CH:9][CH:8]=1.[NH2:18][C@@H:19]([CH2:43][C:44]1[CH:49]=[CH:48][C:47]([O:50][C:51]([CH3:54])([CH3:53])[CH3:52])=[CH:46][CH:45]=1)[C:20]([N:22]([C@@H:34]([CH3:42])[CH:35]([O:39][CH2:40][CH3:41])[O:36][CH2:37][CH3:38])[CH2:23][C:24]1[C:33]2[C:28](=[CH:29][CH:30]=[CH:31][CH:32]=2)[CH:27]=[CH:26][CH:25]=1)=[O:21]. (5) The reactants are: C[O:2][C:3](=[O:31])[C@@H:4]([O:28][CH2:29][CH3:30])[CH2:5][C:6]1[CH:11]=[CH:10][C:9]([O:12][CH2:13][C:14]2[N:15]=[C:16]([C:20]3[CH:25]=[CH:24][CH:23]=[CH:22][CH:21]=3)[O:17][C:18]=2[CH3:19])=[CH:8][C:7]=1[O:26][CH3:27].[Li+].[OH-]. Given the product [CH2:29]([O:28][C@@H:4]([CH2:5][C:6]1[CH:11]=[CH:10][C:9]([O:12][CH2:13][C:14]2[N:15]=[C:16]([C:20]3[CH:25]=[CH:24][CH:23]=[CH:22][CH:21]=3)[O:17][C:18]=2[CH3:19])=[CH:8][C:7]=1[O:26][CH3:27])[C:3]([OH:31])=[O:2])[CH3:30], predict the reactants needed to synthesize it. (6) Given the product [O:30]1[C:34]2([CH2:39][CH2:38][N:37]([CH2:28][C@@H:26]([OH:27])[CH2:25][O:24][C:18]3[CH:17]=[C:16]4[C:21]([C:12]([O:11][C:10]5[C:2]([F:1])=[C:3]6[C:7](=[CH:8][CH:9]=5)[NH:6][C:5]([CH3:29])=[CH:4]6)=[N:13][CH:14]=[N:15]4)=[CH:20][C:19]=3[O:22][CH3:23])[CH2:36][CH2:35]2)[O:33][CH2:32][CH2:31]1, predict the reactants needed to synthesize it. The reactants are: [F:1][C:2]1[C:10]([O:11][C:12]2[C:21]3[C:16](=[CH:17][C:18]([O:24][CH2:25][C@H:26]4[CH2:28][O:27]4)=[C:19]([O:22][CH3:23])[CH:20]=3)[N:15]=[CH:14][N:13]=2)=[CH:9][CH:8]=[C:7]2[C:3]=1[CH:4]=[C:5]([CH3:29])[NH:6]2.[O:30]1[C:34]2([CH2:39][CH2:38][NH:37][CH2:36][CH2:35]2)[O:33][CH2:32][CH2:31]1. (7) Given the product [NH2:1][C@@H:4]([C:8]1[N:9]([CH2:22][C:23]2[CH:28]=[CH:27][CH:26]=[CH:25][CH:24]=2)[C:10](=[O:21])[C:11]2[O:16][C:15]3[CH:17]=[CH:18][CH:19]=[CH:20][C:14]=3[C:12]=2[N:13]=1)[CH:5]([CH3:7])[CH3:6], predict the reactants needed to synthesize it. The reactants are: [N:1]([C@@H:4]([C:8]1[N:9]([CH2:22][C:23]2[CH:28]=[CH:27][CH:26]=[CH:25][CH:24]=2)[C:10](=[O:21])[C:11]2[O:16][C:15]3[CH:17]=[CH:18][CH:19]=[CH:20][C:14]=3[C:12]=2[N:13]=1)[CH:5]([CH3:7])[CH3:6])=[N+]=[N-].[Sn](Cl)(Cl)(Cl)Cl.